From a dataset of Full USPTO retrosynthesis dataset with 1.9M reactions from patents (1976-2016). Predict the reactants needed to synthesize the given product. The reactants are: [NH2:1][CH2:2][C:3]1[CH:4]=[C:5]([CH2:9][N:10]2[C:18]3[C:13](=[C:14]([Cl:19])[CH:15]=[CH:16][CH:17]=3)[C:12]([NH:20][S:21]([C:24]3[S:25][C:26]([Cl:29])=[CH:27][CH:28]=3)(=[O:23])=[O:22])=[N:11]2)[CH:6]=[CH:7][CH:8]=1.CN(C(ON1N=NC2C=CC=NC1=2)=[N+](C)C)C.F[P-](F)(F)(F)(F)F.[C:54](O)(=[O:56])[CH3:55].C(N(CC)C(C)C)(C)C. Given the product [Cl:19][C:14]1[CH:15]=[CH:16][CH:17]=[C:18]2[C:13]=1[C:12]([NH:20][S:21]([C:24]1[S:25][C:26]([Cl:29])=[CH:27][CH:28]=1)(=[O:22])=[O:23])=[N:11][N:10]2[CH2:9][C:5]1[CH:4]=[C:3]([CH2:2][NH:1][C:54](=[O:56])[CH3:55])[CH:8]=[CH:7][CH:6]=1, predict the reactants needed to synthesize it.